From a dataset of Peptide-MHC class I binding affinity with 185,985 pairs from IEDB/IMGT. Regression. Given a peptide amino acid sequence and an MHC pseudo amino acid sequence, predict their binding affinity value. This is MHC class I binding data. (1) The peptide sequence is SREINTTVPY. The MHC is Mamu-B17 with pseudo-sequence Mamu-B17. The binding affinity (normalized) is 0. (2) The peptide sequence is AFASLQDML. The MHC is HLA-A03:01 with pseudo-sequence HLA-A03:01. The binding affinity (normalized) is 0.0847. (3) The peptide sequence is KITFALKKL. The MHC is HLA-A24:02 with pseudo-sequence HLA-A24:02. The binding affinity (normalized) is 0.0335. (4) The peptide sequence is RERVNINIV. The MHC is HLA-B44:02 with pseudo-sequence HLA-B44:02. The binding affinity (normalized) is 0.0320. (5) The peptide sequence is QIGGEAIFL. The MHC is HLA-A02:01 with pseudo-sequence HLA-A02:01. The binding affinity (normalized) is 0.265.